Task: Predict the product of the given reaction.. Dataset: Forward reaction prediction with 1.9M reactions from USPTO patents (1976-2016) Given the reactants CCOP(OCC)([CH:6]([C:8]1[CH:13]=[CH:12][CH:11]=[CH:10][CH:9]=1)[CH3:7])=O.C([Li])CCC.[C:22]([O:26][C:27]([N:29]1[C@@H:33]([CH:34]=O)[CH2:32][O:31][C:30]1([CH3:37])[CH3:36])=[O:28])([CH3:25])([CH3:24])[CH3:23], predict the reaction product. The product is: [C:22]([O:26][C:27]([N:29]1[C@@H:33](/[CH:34]=[C:6](/[C:8]2[CH:9]=[CH:10][CH:11]=[CH:12][CH:13]=2)\[CH3:7])[CH2:32][O:31][C:30]1([CH3:36])[CH3:37])=[O:28])([CH3:25])([CH3:23])[CH3:24].